This data is from TCR-epitope binding with 47,182 pairs between 192 epitopes and 23,139 TCRs. The task is: Binary Classification. Given a T-cell receptor sequence (or CDR3 region) and an epitope sequence, predict whether binding occurs between them. (1) The epitope is KLPDDFTGCV. The TCR CDR3 sequence is CASSQDRSGGYNEQFF. Result: 1 (the TCR binds to the epitope). (2) The epitope is EHPTFTSQYRIQGKL. The TCR CDR3 sequence is CASSFHEAYEQYF. Result: 0 (the TCR does not bind to the epitope). (3) The epitope is LEPLVDLPI. The TCR CDR3 sequence is CASTPDTDEQYF. Result: 1 (the TCR binds to the epitope).